Dataset: Reaction yield outcomes from USPTO patents with 853,638 reactions. Task: Predict the reaction yield, written as a fraction of the theoretical maximum amount of product (1.0 means a 100% yield; for example, 0.34 means a 34% yield). (1) The reactants are [CH2:1]([SH:16])[CH2:2][CH:3]=[CH:4][CH2:5][CH:6]=[CH:7][CH2:8][CH:9]=[CH:10][CH2:11][CH:12]=[CH:13][CH2:14][CH3:15].[H-].[Na+].Br[CH:20]([CH2:26][CH3:27])[C:21]([O:23][CH2:24][CH3:25])=[O:22]. The catalyst is CN(C)C=O. The product is [CH2:1]([S:16][CH:20]([CH2:26][CH3:27])[C:21]([O:23][CH2:24][CH3:25])=[O:22])[CH2:2]/[CH:3]=[CH:4]\[CH2:5]/[CH:6]=[CH:7]\[CH2:8]/[CH:9]=[CH:10]\[CH2:11]/[CH:12]=[CH:13]\[CH2:14][CH3:15]. The yield is 0.970. (2) The reactants are [NH2:1][C:2]1[CH:3]=[N:4][C:5]([S:8]([CH3:11])(=[O:10])=[O:9])=[CH:6][CH:7]=1.[N:12]([O-])=O.[Na+].[OH-].[Na+].O1CCCC1. The catalyst is Cl.O. The product is [NH:1]([C:2]1[CH:7]=[CH:6][C:5]([S:8]([CH3:11])(=[O:10])=[O:9])=[N:4][CH:3]=1)[NH2:12]. The yield is 0.788. (3) The reactants are [CH3:1][O:2][C:3]([C:5]1[S:6][C:7]([C:26]#[C:27][C:28]([CH3:31])([CH3:30])[CH3:29])=[CH:8][C:9]=1[N:10]1[C@H:15]([CH:16]2[CH2:21][CH2:20][CH2:19][CH2:18][CH2:17]2)[CH2:14][O:13][C@H:12]([CH2:22][CH:23]=[O:24])[C:11]1=[O:25])=[O:4].[CH3:32][Mg+].[Br-]. The catalyst is C1COCC1. The product is [CH3:1][O:2][C:3]([C:5]1[S:6][C:7]([C:26]#[C:27][C:28]([CH3:31])([CH3:30])[CH3:29])=[CH:8][C:9]=1[N:10]1[C@H:15]([CH:16]2[CH2:21][CH2:20][CH2:19][CH2:18][CH2:17]2)[CH2:14][O:13][C@H:12]([CH2:22][C@H:23]([OH:24])[CH3:32])[C:11]1=[O:25])=[O:4].[CH3:1][O:2][C:3]([C:5]1[S:6][C:7]([C:26]#[C:27][C:28]([CH3:31])([CH3:30])[CH3:29])=[CH:8][C:9]=1[N:10]1[C@H:15]([CH:16]2[CH2:21][CH2:20][CH2:19][CH2:18][CH2:17]2)[CH2:14][O:13][C@H:12]([CH2:22][C@@H:23]([OH:24])[CH3:32])[C:11]1=[O:25])=[O:4]. The yield is 0.290. (4) The reactants are [Cl:1][C:2]1[C:3]([O:12][C:13]2[CH:18]=[C:17]([O:19][CH:20]([CH3:22])[CH3:21])[CH:16]=[CH:15][C:14]=2/[CH:23]=[C:24](\[CH3:28])/[C:25]([OH:27])=O)=[N:4][CH:5]=[C:6]([C:8]([F:11])([F:10])[F:9])[CH:7]=1.Cl.C(N=C=NCCCN(C)C)C.[C:41]1([CH2:47][CH2:48][NH:49][S:50]([NH2:53])(=[O:52])=[O:51])[CH:46]=[CH:45][CH:44]=[CH:43][CH:42]=1.Cl. The catalyst is C(#N)C.CN(C)C1C=CN=CC=1.C(OCC)(=O)C. The product is [Cl:1][C:2]1[C:3]([O:12][C:13]2[CH:18]=[C:17]([O:19][CH:20]([CH3:21])[CH3:22])[CH:16]=[CH:15][C:14]=2/[CH:23]=[C:24](\[CH3:28])/[C:25]([NH:53][S:50]([NH:49][CH2:48][CH2:47][C:41]2[CH:46]=[CH:45][CH:44]=[CH:43][CH:42]=2)(=[O:52])=[O:51])=[O:27])=[N:4][CH:5]=[C:6]([C:8]([F:11])([F:10])[F:9])[CH:7]=1. The yield is 0.420. (5) The reactants are [OH:1][C:2]1[C:11]2[C:6](=[CH:7][CH:8]=[CH:9][CH:10]=2)[C:5]([CH3:15])([CH2:12][CH2:13][CH3:14])[C:4](=[O:16])[C:3]=1[C:17]1[NH:22][C:21]2[CH:23]=[CH:24][C:25]([O:27][CH2:28][C:29]([NH2:31])=[O:30])=[CH:26][C:20]=2[S:19](=[O:33])(=[O:32])[N:18]=1.[OH-].[Na+:35]. The catalyst is O. The product is [NH2:31][C:29](=[O:30])[CH2:28][O:27][C:25]1[CH:24]=[CH:23][C:21]2[NH:22][C:17]([C:3]3[C:4](=[O:16])[C:5]([CH3:15])([CH2:12][CH2:13][CH3:14])[C:6]4[C:11](=[CH:10][CH:9]=[CH:8][CH:7]=4)[C:2]=3[O-:1])=[N:18][S:19](=[O:32])(=[O:33])[C:20]=2[CH:26]=1.[Na+:35]. The yield is 0.790.